From a dataset of Full USPTO retrosynthesis dataset with 1.9M reactions from patents (1976-2016). Predict the reactants needed to synthesize the given product. (1) Given the product [O:15]=[CH:14][C:13]([NH-:1])=[O:17].[N+:28]([C:10]1[NH:11][C:12]2[C:8]([CH:9]=1)=[CH:7][CH:6]=[CH:5][CH:4]=2)([O-:30])=[O:29], predict the reactants needed to synthesize it. The reactants are: [N+:1]([C:4]1[CH:5]=[CH:6][CH:7]=[C:8]2[C:12]=1[NH:11][CH:10]=[CH:9]2)([O-])=O.[C:13](Cl)(=[O:17])[C:14](Cl)=[O:15].CCN(C(C)C)C(C)C.[N+:28](C1C=CC=C2C=1NC=C2C(=O)C(Cl)=O)([O-:30])=[O:29]. (2) The reactants are: [CH3:1][CH2:2][CH2:3][CH2:4][N:5]1C=[N+](C)C=C1.[Br-].[C:12]([O-:15])(=[O:14])[CH3:13].[NH4+:16].N.[C:18](O)(=[O:28])[C:19]1[CH:27]=[CH:26][C:22]([C:23]([OH:25])=[O:24])=[CH:21][CH:20]=1. Given the product [CH3:22][C:21]1[CH:20]=[CH:19][CH:27]=[CH:26][C:13]=1[C:12]([OH:15])=[O:14].[C:2]1([CH3:1])[C:3]([C:4]([NH2:5])=[O:14])=[CH:18][CH:19]=[CH:20][CH:21]=1.[C:18]([NH2:16])(=[O:28])[C:19]1[CH:27]=[CH:26][C:22]([C:23]([OH:25])=[O:24])=[CH:21][CH:20]=1, predict the reactants needed to synthesize it.